This data is from Reaction yield outcomes from USPTO patents with 853,638 reactions. The task is: Predict the reaction yield, written as a fraction of the theoretical maximum amount of product (1.0 means a 100% yield; for example, 0.34 means a 34% yield). (1) The reactants are [H-].[H-].[H-].[H-].[Li+].[Al+3].[C:7]1([C:13]([C:23]2[CH:28]=[CH:27][CH:26]=[CH:25][CH:24]=2)([C:17]2[CH:22]=[CH:21][CH:20]=[CH:19][CH:18]=2)[C:14](O)=[O:15])[CH:12]=[CH:11][CH:10]=[CH:9][CH:8]=1. The catalyst is C1COCC1. The product is [C:23]1([C:13]([C:7]2[CH:8]=[CH:9][CH:10]=[CH:11][CH:12]=2)([C:17]2[CH:18]=[CH:19][CH:20]=[CH:21][CH:22]=2)[CH2:14][OH:15])[CH:24]=[CH:25][CH:26]=[CH:27][CH:28]=1. The yield is 0.480. (2) The reactants are [N+:1]([C:4]1[CH:9]=[CH:8][C:7]([CH2:10][CH2:11][S:12]([N:15]2[CH2:20][CH2:19][O:18][CH2:17][CH2:16]2)(=[O:14])=[O:13])=[CH:6][CH:5]=1)([O-])=O. The catalyst is CO.[Pd]. The product is [N:15]1([S:12]([CH2:11][CH2:10][C:7]2[CH:8]=[CH:9][C:4]([NH2:1])=[CH:5][CH:6]=2)(=[O:14])=[O:13])[CH2:16][CH2:17][O:18][CH2:19][CH2:20]1. The yield is 0.340. (3) The reactants are [CH3:1][C@H:2]1[C@@H:7]([N:8]([C:10]2[N:18]=[CH:17][N:16]=[C:15]3[C:11]=2[CH:12]=[CH:13][NH:14]3)[CH3:9])[CH2:6][N:5]([C:19]([CH2:21][C:22]#[N:23])=[O:20])[CH2:4][CH2:3]1.Cl.O.[C:26]([OH:38])(=[O:37])[CH2:27][C:28]([CH2:33][C:34]([OH:36])=[O:35])([C:30]([OH:32])=[O:31])[OH:29].C(=O)([O-])[O-].[Cs+].[Cs+].Cl.O1CCOCC1. The catalyst is O. The product is [CH3:1][C@H:2]1[C@@H:7]([N:8]([C:10]2[N:18]=[CH:17][N:16]=[C:15]3[C:11]=2[CH:12]=[CH:13][NH:14]3)[CH3:9])[CH2:6][N:5]([C:19]([CH2:21][C:22]#[N:23])=[O:20])[CH2:4][CH2:3]1.[CH2:33]([C:28]([OH:29])([C:30]([OH:32])=[O:31])[CH2:27][C:26]([OH:38])=[O:37])[C:34]([OH:36])=[O:35]. The yield is 0.860.